From a dataset of Full USPTO retrosynthesis dataset with 1.9M reactions from patents (1976-2016). Predict the reactants needed to synthesize the given product. (1) Given the product [Br:10][C:11]1[CH:12]=[CH:13][C:14](/[C:17](/[C:28]2[CH:33]=[CH:32][CH:31]=[CH:30][CH:29]=2)=[CH:18]/[CH2:19][OH:20])=[CH:15][CH:16]=1, predict the reactants needed to synthesize it. The reactants are: C[O-].[Na+].[H-].[Al+3].[Li+].[H-].[H-].[H-].[Br:10][C:11]1[CH:16]=[CH:15][C:14]([C:17]#[C:18][CH2:19][OH:20])=[CH:13][CH:12]=1.C(OCC)(=O)C.I[C:28]1[CH:33]=[CH:32][CH:31]=[CH:30][CH:29]=1.C(P(C(C)(C)C)C(C)(C)C)(C)(C)C.C1CCCCC1.Cl. (2) Given the product [C:38]([O:37][C:35]([NH:17][CH:14]1[CH2:15][CH2:16][C:11]([CH2:10][C:9]([OH:26])=[O:8])([OH:25])[CH2:12][CH2:13]1)=[O:36])([CH3:39])([CH3:40])[CH3:41], predict the reactants needed to synthesize it. The reactants are: C([O:8][C:9](=[O:26])[CH2:10][C:11]1([OH:25])[CH2:16][CH2:15][CH:14]([NH:17]CC2C=CC=CC=2)[CH2:13][CH2:12]1)C1C=CC=CC=1.[C:35](O[C:35]([O:37][C:38]([CH3:41])([CH3:40])[CH3:39])=[O:36])([O:37][C:38]([CH3:41])([CH3:40])[CH3:39])=[O:36]. (3) Given the product [CH2:31]([C:30]1[N:33]=[C:25]([CH:11]2[CH2:12][CH:13]([C:15]3[CH:20]=[CH:19][C:18]([C:21]([F:22])([F:24])[F:23])=[CH:17][CH:16]=3)[CH2:14][N:9]([C:7]([N:1]3[CH2:6][CH2:5][O:4][CH2:3][CH2:2]3)=[O:8])[CH2:10]2)[O:26][N:29]=1)[CH3:32], predict the reactants needed to synthesize it. The reactants are: [N:1]1([C:7]([N:9]2[CH2:14][CH:13]([C:15]3[CH:20]=[CH:19][C:18]([C:21]([F:24])([F:23])[F:22])=[CH:17][CH:16]=3)[CH2:12][CH:11]([C:25](O)=[O:26])[CH2:10]2)=[O:8])[CH2:6][CH2:5][O:4][CH2:3][CH2:2]1.O[NH:29][C:30](=[NH:33])[CH2:31][CH3:32].